From a dataset of Catalyst prediction with 721,799 reactions and 888 catalyst types from USPTO. Predict which catalyst facilitates the given reaction. (1) Reactant: [NH2:1][C:2]1[CH:7]=[CH:6][C:5]([C:8]([C:10]([C:12]2[CH:17]=[CH:16][C:15]([NH2:18])=[CH:14][CH:13]=2)=O)=O)=[CH:4][CH:3]=1.[C:19]1([NH2:26])[CH:24]=[CH:23][CH:22]=[CH:21][C:20]=1[NH2:25]. Product: [NH2:1][C:2]1[CH:7]=[CH:6][C:5]([C:8]2[C:10]([C:12]3[CH:17]=[CH:16][C:15]([NH2:18])=[CH:14][CH:13]=3)=[N:26][C:19]3[C:20](=[CH:21][CH:22]=[CH:23][CH:24]=3)[N:25]=2)=[CH:4][CH:3]=1. The catalyst class is: 15. (2) Reactant: O.[OH-].[Li+].[CH:4]1([C:7]2[O:8][CH:9]=[C:10]([CH2:12][C:13]([O:15]CC)=[O:14])[N:11]=2)[CH2:6][CH2:5]1. Product: [CH:4]1([C:7]2[O:8][CH:9]=[C:10]([CH2:12][C:13]([OH:15])=[O:14])[N:11]=2)[CH2:5][CH2:6]1. The catalyst class is: 20. (3) Reactant: [CH3:1][O:2][C:3]([C@H:5]1[C@H:9]([NH:10][C:11]([O:13][C:14]([CH3:17])([CH3:16])[CH3:15])=[O:12])[CH2:8][NH:7][CH2:6]1)=[O:4].Cl[CH2:19][C:20]1[C:29]2[C:24](=[CH:25][CH:26]=[CH:27][CH:28]=2)[CH:23]=[CH:22][CH:21]=1.N1C=CC=CC=1. Product: [CH3:1][O:2][C:3]([C@H:5]1[C@H:9]([NH:10][C:11]([O:13][C:14]([CH3:17])([CH3:16])[CH3:15])=[O:12])[CH2:8][N:7]([CH2:19][C:20]2[C:29]3[C:24](=[CH:25][CH:26]=[CH:27][CH:28]=3)[CH:23]=[CH:22][CH:21]=2)[CH2:6]1)=[O:4]. The catalyst class is: 2.